Task: Predict the product of the given reaction.. Dataset: Forward reaction prediction with 1.9M reactions from USPTO patents (1976-2016) (1) Given the reactants [NH:1]1[C:9]2[C:4](=[CH:5][CH:6]=[CH:7][CH:8]=2)[C:3]([C:10]([OH:12])=O)=[CH:2]1.O=S(Cl)[Cl:15], predict the reaction product. The product is: [NH:1]1[C:9]2[C:4](=[CH:5][CH:6]=[CH:7][CH:8]=2)[C:3]([C:10]([Cl:15])=[O:12])=[CH:2]1. (2) Given the reactants [CH3:1][N:2]1[C:10]2[C:5](=[CH:6][CH:7]=[CH:8][CH:9]=2)[CH2:4][C:3]1=[O:11].[NH:12]1[C:16]2[CH:17]=[C:18]([CH:21]=O)[CH:19]=[CH:20][C:15]=2[N:14]=[N:13]1, predict the reaction product. The product is: [NH:14]1[C:15]2[CH:20]=[CH:19][C:18](/[CH:21]=[C:4]3/[C:3](=[O:11])[N:2]([CH3:1])[C:10]4[C:5]/3=[CH:6][CH:7]=[CH:8][CH:9]=4)=[CH:17][C:16]=2[N:12]=[N:13]1. (3) The product is: [CH3:24][N:25]([CH3:27])[CH:26]=[CH:2][C:1]([C:4]1[CH:5]=[C:6]([N:10]([CH2:20][CH3:21])[S:11]([C:14]2[CH:19]=[CH:18][CH:17]=[CH:16][CH:15]=2)(=[O:13])=[O:12])[CH:7]=[CH:8][CH:9]=1)=[O:3]. Given the reactants [C:1]([C:4]1[CH:5]=[C:6]([N:10]([CH2:20][CH3:21])[S:11]([C:14]2[CH:19]=[CH:18][CH:17]=[CH:16][CH:15]=2)(=[O:13])=[O:12])[CH:7]=[CH:8][CH:9]=1)(=[O:3])[CH3:2].CO[CH:24](OC)[N:25]([CH3:27])[CH3:26], predict the reaction product. (4) The product is: [CH3:20][O:21][C:22](=[O:38])[CH2:23][O:24][CH2:25][C:26]#[C:27][CH2:28][N:29]1[C:34](=[O:35])[CH2:33][CH2:32][CH2:31][C@@H:30]1/[CH:36]=[CH:9]/[C:10](=[O:19])[CH2:11][C:12]1[CH:17]=[CH:16][CH:15]=[C:14]([Cl:18])[CH:13]=1. Given the reactants [H-].[Na+].COP([CH2:9][C:10](=[O:19])[CH2:11][C:12]1[CH:17]=[CH:16][CH:15]=[C:14]([Cl:18])[CH:13]=1)(=O)OC.[CH3:20][O:21][C:22](=[O:38])[CH2:23][O:24][CH2:25][C:26]#[C:27][CH2:28][N:29]1[C:34](=[O:35])[CH2:33][CH2:32][CH2:31][C@@H:30]1[CH:36]=O, predict the reaction product. (5) Given the reactants [CH3:1][O:2][C:3]([C:5]1[N:6]=[C:7]([C:36]([F:39])([F:38])[F:37])[N:8]2[CH2:13][CH2:12][N:11]([C:14](=[O:35])[CH2:15][C@H:16]([NH:27]C(OC(C)(C)C)=O)[CH2:17][C:18]3[CH:23]=[C:22]([F:24])[C:21]([F:25])=[CH:20][C:19]=3[F:26])[CH2:10][C:9]=12)=[O:4].[ClH:40], predict the reaction product. The product is: [ClH:40].[CH3:1][O:2][C:3]([C:5]1[N:6]=[C:7]([C:36]([F:39])([F:37])[F:38])[N:8]2[CH2:13][CH2:12][N:11]([C:14](=[O:35])[CH2:15][C@H:16]([NH2:27])[CH2:17][C:18]3[CH:23]=[C:22]([F:24])[C:21]([F:25])=[CH:20][C:19]=3[F:26])[CH2:10][C:9]=12)=[O:4]. (6) Given the reactants [CH3:1][C:2]1[CH:3]=[C:4]([C@H:12]2[CH2:17][C@@H:16]([C:18]3[O:22][NH:21][C:20](=[O:23])[CH:19]=3)[CH2:15][CH2:14][N:13]2C(OC)=O)[CH:5]=[CH:6][C:7]=1[C:8]([F:11])([F:10])[F:9].Br, predict the reaction product. The product is: [CH3:1][C:2]1[CH:3]=[C:4]([C@H:12]2[CH2:17][C@@H:16]([C:18]3[O:22][NH:21][C:20](=[O:23])[CH:19]=3)[CH2:15][CH2:14][NH:13]2)[CH:5]=[CH:6][C:7]=1[C:8]([F:9])([F:10])[F:11]. (7) The product is: [OH:14][C:3]12[CH2:9][CH:7]3[CH2:6][CH:5]([CH2:10][C:1]([C:11]([OH:13])=[O:12])([CH2:8]3)[CH2:2]1)[CH2:4]2. Given the reactants [C:1]12([C:11]([OH:13])=[O:12])[CH2:10][CH:5]3[CH2:6][CH:7]([CH2:9][CH:3]([CH2:4]3)[CH2:2]1)[CH2:8]2.[OH:14]N1C(=O)C2=CC=CC=C2C1=O, predict the reaction product.